Dataset: Full USPTO retrosynthesis dataset with 1.9M reactions from patents (1976-2016). Task: Predict the reactants needed to synthesize the given product. (1) Given the product [ClH:1].[NH:11]1[CH2:12][CH:9]([O:8][CH2:7][C:6]2[S:2][CH:3]=[N:4][CH:5]=2)[CH2:10]1, predict the reactants needed to synthesize it. The reactants are: [ClH:1].[S:2]1[C:6]([CH2:7][O:8][CH:9]2[CH2:12][N:11](C(OC(C)(C)C)=O)[CH2:10]2)=[CH:5][N:4]=[CH:3]1. (2) Given the product [CH3:19][C:8]1([CH3:18])[C:4]2[C:5](=[CH:6][CH:7]=[C:2]([F:1])[C:3]=2[O:20][CH3:21])[CH:11]([NH:22][C:23]2[CH:32]=[CH:31][CH:30]=[C:29]3[C:24]=2[CH:25]=[CH:26][C:27](=[O:33])[NH:28]3)[C:10]([OH:17])([C:13]([F:16])([F:14])[F:15])[CH2:9]1, predict the reactants needed to synthesize it. The reactants are: [F:1][C:2]1[C:3]([O:20][CH3:21])=[C:4]([C:8]([CH3:19])([CH3:18])[CH2:9][C:10]([OH:17])([C:13]([F:16])([F:15])[F:14])[CH:11]=O)[CH:5]=[CH:6][CH:7]=1.[NH2:22][C:23]1[CH:32]=[CH:31][CH:30]=[C:29]2[C:24]=1[CH:25]=[CH:26][C:27](=[O:33])[NH:28]2. (3) The reactants are: [CH3:1][O:2][C:3]1[CH:19]=[CH:18][C:6]([CH2:7][N:8]2[CH:12]=[C:11]([C:13]([O:15]CC)=[O:14])[N:10]=[N:9]2)=[CH:5][CH:4]=1.O[Li].O. Given the product [CH3:1][O:2][C:3]1[CH:4]=[CH:5][C:6]([CH2:7][N:8]2[CH:12]=[C:11]([C:13]([OH:15])=[O:14])[N:10]=[N:9]2)=[CH:18][CH:19]=1, predict the reactants needed to synthesize it. (4) Given the product [C:32]([O:31][C:29]([N:20]([C:15]1[C:16]2[C:11](=[CH:10][C:9]([N:8]([CH2:1][C:2]3[CH:3]=[CH:4][CH:5]=[CH:6][CH:7]=3)[CH2:21][C:22]3[CH:27]=[CH:26][CH:25]=[CH:24][CH:23]=3)=[C:18]([F:19])[CH:17]=2)[CH:12]=[CH:13][N:14]=1)[C:29](=[O:28])[O:31][C:32]([CH3:35])([CH3:34])[CH3:33])=[O:28])([CH3:35])([CH3:34])[CH3:33], predict the reactants needed to synthesize it. The reactants are: [CH2:1]([N:8]([CH2:21][C:22]1[CH:27]=[CH:26][CH:25]=[CH:24][CH:23]=1)[C:9]1[CH:10]=[C:11]2[C:16](=[CH:17][C:18]=1[F:19])[C:15]([NH2:20])=[N:14][CH:13]=[CH:12]2)[C:2]1[CH:7]=[CH:6][CH:5]=[CH:4][CH:3]=1.[O:28](C(OC(C)(C)C)=O)[C:29]([O:31][C:32]([CH3:35])([CH3:34])[CH3:33])=O.